This data is from Reaction yield outcomes from USPTO patents with 853,638 reactions. The task is: Predict the reaction yield, written as a fraction of the theoretical maximum amount of product (1.0 means a 100% yield; for example, 0.34 means a 34% yield). (1) The reactants are Cl[C:2]1[C:11]2[C:6](=[CH:7][C:8]([O:14][CH2:15][CH2:16][CH2:17][N:18]3[CH2:23][CH2:22][O:21][CH2:20][CH2:19]3)=[C:9]([O:12][CH3:13])[CH:10]=2)[N:5]=[CH:4][N:3]=1.C(=O)([O-])[O-].[K+].[K+].[OH:30][C:31]1[CH:32]=[C:33]2[C:38](=[CH:39][CH:40]=1)[N:37]=[CH:36][CH:35]=[CH:34]2.[OH-].[Na+]. The catalyst is CN(C=O)C. The product is [CH3:13][O:12][C:9]1[CH:10]=[C:11]2[C:6](=[CH:7][C:8]=1[O:14][CH2:15][CH2:16][CH2:17][N:18]1[CH2:23][CH2:22][O:21][CH2:20][CH2:19]1)[N:5]=[CH:4][N:3]=[C:2]2[O:30][C:31]1[CH:32]=[C:33]2[C:38](=[CH:39][CH:40]=1)[N:37]=[CH:36][CH:35]=[CH:34]2. The yield is 0.550. (2) The reactants are [OH-].[Na+].[CH3:3][C:4]1([CH3:20])[CH2:9][C:8]([CH3:11])([CH3:10])[CH2:7][C:6]([CH2:14][C:15]([O:17]CC)=[O:16])([CH:12]=[CH2:13])[CH2:5]1.O.Cl. The catalyst is CO. The yield is 0.710. The product is [CH3:3][C:4]1([CH3:20])[CH2:9][C:8]([CH3:10])([CH3:11])[CH2:7][C:6]([CH2:14][C:15]([OH:17])=[O:16])([CH:12]=[CH2:13])[CH2:5]1. (3) The reactants are [Cl:1][C:2]1[N:3]=[C:4](Cl)[C:5]2[CH:10]=[CH:9][N:8]([CH3:11])[C:6]=2[N:7]=1.C([Sn](CCCC)(CCCC)[C:18]([O:20][CH2:21][CH3:22])=[CH2:19])CCC. No catalyst specified. The product is [Cl:1][C:2]1[N:3]=[C:4]([C:18]([O:20][CH2:21][CH3:22])=[CH2:19])[C:5]2[CH:10]=[CH:9][N:8]([CH3:11])[C:6]=2[N:7]=1. The yield is 0.710. (4) The product is [F:1][C:2]1[CH:3]=[CH:4][CH:5]=[C:6]2[C:10]=1[N:9]([CH3:14])[CH:8]=[C:7]2[CH:11]=[O:12]. No catalyst specified. The reactants are [F:1][C:2]1[CH:3]=[CH:4][CH:5]=[C:6]2[C:10]=1[NH:9][CH:8]=[C:7]2[CH:11]=[O:12].N1C2C(=CC=CC=2)C=[C:14]1C(OCC)=O. The yield is 0.430. (5) The reactants are [CH:1]1([O:7][CH:8]([C:12]2[CH:17]=[CH:16][C:15]([Cl:18])=[C:14]([Cl:19])[CH:13]=2)[C:9]([NH2:11])=[O:10])[CH2:6][CH2:5][CH2:4][CH2:3][CH2:2]1.[CH3:20][N:21]=[C:22]=[O:23]. The catalyst is C1(C)C=CC=CC=1. The product is [CH:1]1([O:7][CH:8]([C:12]2[CH:17]=[CH:16][C:15]([Cl:18])=[C:14]([Cl:19])[CH:13]=2)[C:9]([NH:11][C:22]([NH:21][CH3:20])=[O:23])=[O:10])[CH2:6][CH2:5][CH2:4][CH2:3][CH2:2]1. The yield is 0.870.